This data is from Full USPTO retrosynthesis dataset with 1.9M reactions from patents (1976-2016). The task is: Predict the reactants needed to synthesize the given product. (1) Given the product [ClH:34].[CH3:33][O:32][C:17]1[C:18]2[N:19]=[C:20]([NH:23][C:24]([N:26]3[CH2:31][CH2:30][O:29][CH2:28][CH2:27]3)=[O:25])[S:21][C:22]=2[C:14]([CH:11]2[CH2:12][CH2:13][NH:8][CH2:9][CH2:10]2)=[CH:15][CH:16]=1, predict the reactants needed to synthesize it. The reactants are: C(OC([N:8]1[CH2:13][CH2:12][CH:11]([C:14]2[C:22]3[S:21][C:20]([NH:23][C:24]([N:26]4[CH2:31][CH2:30][O:29][CH2:28][CH2:27]4)=[O:25])=[N:19][C:18]=3[C:17]([O:32][CH3:33])=[CH:16][CH:15]=2)[CH2:10][CH2:9]1)=O)(C)(C)C.[ClH:34].CO. (2) Given the product [N:24]1[C:16]([C:15]2[C:10]([NH:9][C:8]3[C:3]([F:2])=[C:4]([NH:32][S:33]([C:36]4[CH:37]=[C:38]5[C:42](=[CH:43][CH:44]=4)[N:41]([CH3:45])[CH:40]=[CH:39]5)(=[O:34])=[O:35])[CH:5]=[CH:6][C:7]=3[F:31])=[N:11][CH:12]=[CH:13][CH:14]=2)=[C:17]2[C:21]([NH:20][CH:19]=[N:18]2)=[N:22][CH:23]=1, predict the reactants needed to synthesize it. The reactants are: Cl.[F:2][C:3]1[C:8]([NH:9][C:10]2[C:15]([C:16]3[N:24]=[CH:23][N:22]=[C:21]4[C:17]=3[N:18]=[CH:19][N:20]4C3CCCCO3)=[CH:14][CH:13]=[CH:12][N:11]=2)=[C:7]([F:31])[CH:6]=[CH:5][C:4]=1[NH:32][S:33]([C:36]1[CH:37]=[C:38]2[C:42](=[CH:43][CH:44]=1)[N:41]([CH3:45])[CH:40]=[CH:39]2)(=[O:35])=[O:34]. (3) Given the product [CH3:1][C:2]1[CH:7]=[CH:6][CH:5]=[C:4]([CH3:8])[C:3]=1[C:17]1[CH:18]=[CH:13][CH:14]=[C:15]([CH:19]2[CH2:28][CH2:27][C:26]3[C:21](=[CH:22][C:23]4[O:31][CH2:30][C@@H:29]([CH2:32][C:33]([O:35][CH3:36])=[O:34])[C:24]=4[CH:25]=3)[O:20]2)[CH:16]=1, predict the reactants needed to synthesize it. The reactants are: [CH3:1][C:2]1[CH:7]=[CH:6][CH:5]=[C:4]([CH3:8])[C:3]=1B(O)O.Br[C:13]1[CH:14]=[C:15]([CH:19]2[CH2:28][CH2:27][C:26]3[C:21](=[CH:22][C:23]4[O:31][CH2:30][C@@H:29]([CH2:32][C:33]([O:35][CH3:36])=[O:34])[C:24]=4[CH:25]=3)[O:20]2)[CH:16]=[CH:17][CH:18]=1.C([O-])([O-])=O.[K+].[K+].[NH4+].[Cl-]. (4) Given the product [CH3:10][CH:10]([CH:9]=[CH:8][CH:1]=[C:2]([CH3:5])[CH2:3][CH2:8][CH:1]=[C:2]([CH3:5])[CH3:3])[CH:11]([O:7][CH3:9])[O:7][CH3:11], predict the reactants needed to synthesize it. The reactants are: [CH3:1][C:2]([CH3:5])([O-])[CH3:3].[K+].[O:7]1[CH2:11][CH2:10][CH2:9][CH2:8]1.CS(C)=O. (5) The reactants are: [CH3:1][C:2]1[C:18]([CH3:19])=[CH:17][C:5]2[NH:6][C:7]([C:9]3[C:13]([N+:14]([O-])=O)=[CH:12][NH:11][N:10]=3)=[N:8][C:4]=2[CH:3]=1.CC1C(C)=CC2NC(NC3C=NNC=3)=NC=2C=1. Given the product [CH3:19][C:18]1[C:2]([CH3:1])=[CH:3][C:4]2[NH:8][C:7]([C:9]3[C:13]([NH2:14])=[CH:12][NH:11][N:10]=3)=[N:6][C:5]=2[CH:17]=1, predict the reactants needed to synthesize it. (6) Given the product [ClH:19].[NH:20]1[C:24]2[CH:25]=[CH:26][CH:27]=[CH:28][C:23]=2[N:22]=[C:21]1[CH2:29][NH:30][S:16]([C:14]1[S:15][C:11]([C:5]2[CH:4]=[C:3]([CH2:1][CH3:2])[C:8](=[O:9])[NH:7][C:6]=2[CH3:10])=[CH:12][CH:13]=1)(=[O:18])=[O:17], predict the reactants needed to synthesize it. The reactants are: [CH2:1]([C:3]1[C:8](=[O:9])[NH:7][C:6]([CH3:10])=[C:5]([C:11]2[S:15][C:14]([S:16]([Cl:19])(=[O:18])=[O:17])=[CH:13][CH:12]=2)[CH:4]=1)[CH3:2].[NH:20]1[C:24]2[CH:25]=[CH:26][CH:27]=[CH:28][C:23]=2[N:22]=[C:21]1[CH2:29][NH2:30].